From a dataset of Forward reaction prediction with 1.9M reactions from USPTO patents (1976-2016). Predict the product of the given reaction. (1) Given the reactants [CH3:1][O:2][C:3](=[O:20])[CH2:4][NH:5][C:6]([C:8]1[CH:13]=[CH:12][C:11]([C:14]2[CH:19]=[CH:18][CH:17]=[CH:16][CH:15]=2)=[CH:10][CH:9]=1)=[O:7].C([N-]C(C)C)(C)C.[Li+].[F:29][C:30]([F:41])([F:40])[C:31]1[CH:32]=[C:33]([CH:37]=[CH:38][CH:39]=1)[C:34](Cl)=[O:35].[Cl-].[NH4+], predict the reaction product. The product is: [CH3:1][O:2][C:3](=[O:20])[CH:4]([NH:5][C:6]([C:8]1[CH:13]=[CH:12][C:11]([C:14]2[CH:19]=[CH:18][CH:17]=[CH:16][CH:15]=2)=[CH:10][CH:9]=1)=[O:7])[C:34](=[O:35])[C:33]1[CH:37]=[CH:38][CH:39]=[C:31]([C:30]([F:29])([F:40])[F:41])[CH:32]=1. (2) Given the reactants [C@@H:1]12[N:8]([C:9]3[CH:18]=[N:17][C:16]4[C:11](=[CH:12][CH:13]=[CH:14][CH:15]=4)[N:10]=3)[CH2:7][C@@H:6]1[CH2:5][CH2:4][NH:3][CH2:2]2.CC1C=C(C)N=C(N2[C@@H]3[C@@H](CCNC3)C2)N=1.[F:35][C:36]1[C:37]([N:45]2[N:49]=[CH:48][CH:47]=[N:46]2)=[C:38]([CH:42]=[CH:43][CH:44]=1)[C:39](O)=[O:40].S1C=CC=C1C1C=CC=CC=1C(O)=O, predict the reaction product. The product is: [F:35][C:36]1[C:37]([N:45]2[N:49]=[CH:48][CH:47]=[N:46]2)=[C:38]([C:39]([N:3]2[CH2:4][CH2:5][C@@H:6]3[C@@H:1]([N:8]([C:9]4[CH:18]=[N:17][C:16]5[C:11](=[CH:12][CH:13]=[CH:14][CH:15]=5)[N:10]=4)[CH2:7]3)[CH2:2]2)=[O:40])[CH:42]=[CH:43][CH:44]=1. (3) The product is: [F:20][C:17]1([F:21])[CH2:18][CH2:19][CH:14]([C:12]([OH:13])=[O:31])[CH2:15][CH2:16]1. Given the reactants O=CC[C@H](N[C:12]([CH:14]1[CH2:19][CH2:18][C:17]([F:21])([F:20])[CH2:16][CH2:15]1)=[O:13])C1C=CC=CC=1.C(N(CC)CC)C.C(O[BH-](OC(=O)C)OC(=O)C)(=[O:31])C.[Na+].C(=O)(O)[O-].[Na+], predict the reaction product. (4) Given the reactants Cl.[Cl:2][C:3]1[C:12]2[C:7](=[CH:8][C:9]([O:30][CH3:31])=[C:10]([O:13][C@H:14]3[CH2:18][N:17](C(OC(C)(C)C)=O)[C@H:16]([C:26]([O:28][CH3:29])=[O:27])[CH2:15]3)[CH:11]=2)[N:6]=[CH:5][N:4]=1.[Cl:32][C:33]1[C:34]([F:40])=[C:35]([CH:37]=[CH:38][CH:39]=1)[NH2:36], predict the reaction product. The product is: [ClH:2].[Cl:32][C:33]1[C:34]([F:40])=[C:35]([NH:36][C:3]2[C:12]3[C:7](=[CH:8][C:9]([O:30][CH3:31])=[C:10]([O:13][C@H:14]4[CH2:18][NH:17][C@H:16]([C:26]([O:28][CH3:29])=[O:27])[CH2:15]4)[CH:11]=3)[N:6]=[CH:5][N:4]=2)[CH:37]=[CH:38][CH:39]=1. (5) Given the reactants [CH3:1][S@:2]([CH2:5][CH2:6][CH2:7][CH2:8][C:9]([O:11][CH3:12])=[O:10])(=[NH:4])=[O:3].[NH2:13][C:14]1[C:22]([C:23]#[C:24][C:25]2[CH:30]=[CH:29][CH:28]=[C:27]([NH:31][C:32]([C:34]3[O:35][CH:36]=[CH:37][C:38]=3C)=[O:33])[CH:26]=2)=[CH:21][C:17]([C:18](O)=[O:19])=[CH:16][N:15]=1.C(N([CH:46]([CH3:48])C)CC)(C)C.F[P-](F)(F)(F)(F)F.N1(O[P+](N(C)C)(N(C)C)N(C)C)C2C=CC=C[C:59]=2N=N1.CN([CH:79]=[O:80])C, predict the reaction product. The product is: [NH2:13][C:14]1[N:15]=[CH:16][C:17]([C:18]([N:4]=[S@@:2]([CH2:5][CH2:6][CH2:7][CH2:8][C:9]([O:11][CH3:12])=[O:10])([CH3:1])=[O:3])=[O:19])=[CH:21][C:22]=1[C:23]#[C:24][C:25]1[CH:30]=[CH:29][CH:28]=[C:27]([NH:31][C:32](=[O:33])[C:34]2[CH:48]=[CH:46][C:36]([O:35][CH3:59])=[C:37]([O:80][CH3:79])[CH:38]=2)[CH:26]=1.